From a dataset of Catalyst prediction with 721,799 reactions and 888 catalyst types from USPTO. Predict which catalyst facilitates the given reaction. (1) Reactant: [Cl:1][C:2]1[C:3]([CH3:28])=[C:4]([NH:10][C@H:11]([C:24]([OH:27])([CH3:26])[CH3:25])[C:12]([NH:14][NH:15][C:16](=O)[C:17]2[CH:22]=[CH:21][CH:20]=[CH:19][CH:18]=2)=[O:13])[CH:5]=[CH:6][C:7]=1[C:8]#[N:9].CCN(P1(N(C)CCCN1C)=NC(C)(C)C)CC. Product: [Cl:1][C:2]1[C:3]([CH3:28])=[C:4]([NH:10][C@@H:11]([C:12]2[O:13][C:16]([C:17]3[CH:18]=[CH:19][CH:20]=[CH:21][CH:22]=3)=[N:15][N:14]=2)[C:24]([OH:27])([CH3:26])[CH3:25])[CH:5]=[CH:6][C:7]=1[C:8]#[N:9]. The catalyst class is: 1. (2) Reactant: O=[C:2]1[CH2:6][N:5]([C:7]([O:9][C:10]([CH3:13])([CH3:12])[CH3:11])=[O:8])[C@H:4]([C:14](=[O:26])[NH:15][C@H:16]2[C:25]3[C:20](=[CH:21][CH:22]=[CH:23][CH:24]=3)[CH2:19][CH2:18][CH2:17]2)[CH2:3]1.[NH2:27][C:28]1[CH:37]=[C:36]2[C:31]([CH2:32][C@@H:33]([C:45](=[O:57])[NH:46][C@H:47]3[C:56]4[C:51](=[CH:52][CH:53]=[CH:54][CH:55]=4)[CH2:50][CH2:49][CH2:48]3)[N:34]([C:38]([O:40][C:41]([CH3:44])([CH3:43])[CH3:42])=[O:39])[CH2:35]2)=[CH:30][CH:29]=1.CC(O)=O.[BH-](OC(C)=O)(OC(C)=O)OC(C)=O.[Na+].Cl. Product: [C:10]([O:9][C:7]([N:5]1[C@H:4]([C:14](=[O:26])[NH:15][C@H:16]2[C:25]3[C:20](=[CH:21][CH:22]=[CH:23][CH:24]=3)[CH2:19][CH2:18][CH2:17]2)[CH2:3][C@H:2]([NH:27][C:28]2[CH:37]=[C:36]3[C:31]([CH2:32][C@@H:33]([C:45](=[O:57])[NH:46][C@H:47]4[C:56]5[C:51](=[CH:52][CH:53]=[CH:54][CH:55]=5)[CH2:50][CH2:49][CH2:48]4)[N:34]([C:38]([O:40][C:41]([CH3:42])([CH3:43])[CH3:44])=[O:39])[CH2:35]3)=[CH:30][CH:29]=2)[CH2:6]1)=[O:8])([CH3:13])([CH3:11])[CH3:12]. The catalyst class is: 839. (3) Reactant: [C:1](Cl)(Cl)=[O:2].[NH2:5][C:6]1[CH:11]=[CH:10][CH:9]=[C:8]([Br:12])[N:7]=1.C(N(CC)C(C)C)(C)C.[C:22]([OH:26])([CH3:25])([CH3:24])[CH3:23].[OH-].[Na+]. Product: [C:22]([O:26][C:1](=[O:2])[NH:5][C:6]1[CH:11]=[CH:10][CH:9]=[C:8]([Br:12])[N:7]=1)([CH3:25])([CH3:24])[CH3:23]. The catalyst class is: 69. (4) Product: [CH3:19][C:18]1[CH:17]=[CH:16][C:12]([C:13]([NH:23][C:24]2[CH:29]=[CH:28][CH:27]=[CH:26][CH:25]=2)=[O:15])=[CH:11][C:10]=1[N+:7]([O-:9])=[O:8]. The catalyst class is: 213. Reactant: C(Cl)(=O)C(Cl)=O.[N+:7]([C:10]1[CH:11]=[C:12]([CH:16]=[CH:17][C:18]=1[CH3:19])[C:13]([OH:15])=O)([O-:9])=[O:8].ClCCl.[NH2:23][C:24]1[CH:29]=[CH:28][CH:27]=[CH:26][CH:25]=1. (5) Reactant: [CH2:1]([O:3][C:4](=[O:21])[CH2:5][C:6]1[CH:11]=[C:10]([O:12]CC2C=CC=CC=2)[CH:9]=[CH:8][C:7]=1[Cl:20])[CH3:2]. Product: [CH2:1]([O:3][C:4](=[O:21])[CH2:5][C:6]1[CH:11]=[C:10]([OH:12])[CH:9]=[CH:8][C:7]=1[Cl:20])[CH3:2]. The catalyst class is: 14. (6) Reactant: [F:1][C:2]1[C:11]([O:12][CH3:13])=[CH:10][C:9]([O:14][CH3:15])=[C:8]([F:16])[C:3]=1[C:4](OC)=[O:5].[BH4-].[Li+].Cl. Product: [F:1][C:2]1[C:11]([O:12][CH3:13])=[CH:10][C:9]([O:14][CH3:15])=[C:8]([F:16])[C:3]=1[CH2:4][OH:5]. The catalyst class is: 7.